Dataset: Catalyst prediction with 721,799 reactions and 888 catalyst types from USPTO. Task: Predict which catalyst facilitates the given reaction. (1) Reactant: [F:1][C:2]1[CH:7]=[C:6]([F:8])[C:5](=[O:9])[NH:4][C:3]=1[C:10]#[N:11].[H-].[Li+].[CH3:14]I. Product: [F:1][C:2]1[CH:7]=[C:6]([F:8])[C:5](=[O:9])[N:4]([CH3:14])[C:3]=1[C:10]#[N:11]. The catalyst class is: 9. (2) Reactant: [CH2:8]1[CH2:13][CH:12]2O[C:8]3(O)[CH:13](O[C:11]2(O)[CH2:10][CH2:9]1)[CH2:12][CH2:11][CH2:10][CH2:9]3.[CH:17]1([NH2:20])[CH2:19][CH2:18]1.[C:21](#[N:25])[CH2:22][C:23]#[N:24]. Product: [NH2:25][C:21]1[N:20]([CH:17]2[CH2:19][CH2:18]2)[C:13]2[CH2:12][CH2:11][CH2:10][CH2:9][C:8]=2[C:22]=1[C:23]#[N:24]. The catalyst class is: 11.